Dataset: Full USPTO retrosynthesis dataset with 1.9M reactions from patents (1976-2016). Task: Predict the reactants needed to synthesize the given product. (1) Given the product [Cl:18][C:19]1[CH:26]=[CH:25][C:22]([C:23]2[N:24]=[C:3]([CH:5]3[CH2:10][CH2:9][N:8]([C:11]([O:13][C:14]([CH3:17])([CH3:16])[CH3:15])=[O:12])[CH2:7][CH2:6]3)[NH:1][N:2]=2)=[CH:21][CH:20]=1, predict the reactants needed to synthesize it. The reactants are: [NH:1]([C:3]([CH:5]1[CH2:10][CH2:9][N:8]([C:11]([O:13][C:14]([CH3:17])([CH3:16])[CH3:15])=[O:12])[CH2:7][CH2:6]1)=O)[NH2:2].[Cl:18][C:19]1[CH:26]=[CH:25][C:22]([C:23]#[N:24])=[CH:21][CH:20]=1.C(=O)([O-])[O-].[K+].[K+]. (2) Given the product [NH2:8][C:9]1[CH:14]=[CH:13][CH:12]=[CH:11][C:10]=1[NH:15][C:16](/[CH:18]=[CH:19]/[C:20]1[CH:25]=[CH:24][C:23]([CH:26]([CH2:30][CH2:31][CH:32]2[CH2:36][CH2:35][CH2:34][N:33]2[CH3:37])[C:27]([NH:76][C:73]2[CH:74]=[CH:75][C:70]([Br:69])=[CH:71][CH:72]=2)=[O:29])=[CH:22][CH:21]=1)=[O:17], predict the reactants needed to synthesize it. The reactants are: C(OC([NH:8][C:9]1[CH:14]=[CH:13][CH:12]=[CH:11][C:10]=1[NH:15][C:16](/[CH:18]=[CH:19]/[C:20]1[CH:25]=[CH:24][C:23]([CH:26]([CH2:30][CH2:31][CH:32]2[CH2:36][CH2:35][CH2:34][N:33]2[CH3:37])[C:27]([OH:29])=O)=[CH:22][CH:21]=1)=[O:17])=O)(C)(C)C.CCN(CC)CC.CN(C(ON1N=NC2C=CC=NC1=2)=[N+](C)C)C.F[P-](F)(F)(F)(F)F.[Br:69][C:70]1[CH:75]=[CH:74][C:73]([NH2:76])=[CH:72][CH:71]=1.Cl.CO.C([O-])(O)=O.[Na+]. (3) Given the product [CH2:1]([O:3][C:4]([C:6]1[C:7]([OH:26])=[C:8]2[C:14]([Br:15])=[C:13]([Br:16])[N:12]([CH2:17][C:18]3[CH:23]=[CH:22][CH:21]=[CH:20][C:19]=3[O:24][CH3:25])[C:9]2=[C:10]([Br:34])[N:11]=1)=[O:5])[CH3:2], predict the reactants needed to synthesize it. The reactants are: [CH2:1]([O:3][C:4]([C:6]1[C:7]([OH:26])=[C:8]2[C:14]([Br:15])=[C:13]([Br:16])[N:12]([CH2:17][C:18]3[CH:23]=[CH:22][CH:21]=[CH:20][C:19]=3[O:24][CH3:25])[C:9]2=[CH:10][N:11]=1)=[O:5])[CH3:2].C1C(=O)N([Br:34])C(=O)C1.C(OOC(C1C=CC=CC=1)=O)(C1C=CC=CC=1)=O. (4) Given the product [C:22]1([O:21][C:19](=[O:20])[NH:9][C:5]2[CH:6]=[N:7][CH:8]=[C:3]([C:2]([F:1])([F:10])[F:11])[CH:4]=2)[CH:27]=[CH:26][CH:25]=[CH:24][CH:23]=1, predict the reactants needed to synthesize it. The reactants are: [F:1][C:2]([F:11])([F:10])[C:3]1[CH:4]=[C:5]([NH2:9])[CH:6]=[N:7][CH:8]=1.N1C=CC=CC=1.Cl[C:19]([O:21][C:22]1[CH:27]=[CH:26][CH:25]=[CH:24][CH:23]=1)=[O:20]. (5) Given the product [C:1]([O:5][C:6](=[O:7])[NH:8][CH:9]([C:10](=[O:12])[NH:16][C:17]1[S:18][C:19]([CH3:22])=[CH:20][N:21]=1)[CH2:13][CH2:14][CH3:15])([CH3:2])([CH3:3])[CH3:4], predict the reactants needed to synthesize it. The reactants are: [C:1]([O:5][C:6]([NH:8][CH:9]([CH2:13][CH2:14][CH3:15])[C:10]([OH:12])=O)=[O:7])([CH3:4])([CH3:3])[CH3:2].[NH2:16][C:17]1[S:18][C:19]([CH3:22])=[CH:20][N:21]=1.C1C=CC2N(O)N=NC=2C=1.CCN=C=NCCCN(C)C.Cl.C(N(CC)CC)C. (6) Given the product [CH2:28]([N:7]1[CH2:6][C@@H:3]2[C@@H:2]([N:1]([C:9]3[CH:14]=[CH:13][C:12]([C:15]4[CH:20]=[CH:19][C:18]([N:21]5[C:26](=[O:27])[CH:25]=[CH:24][CH:23]=[N:22]5)=[CH:17][CH:16]=4)=[CH:11][CH:10]=3)[CH2:5][CH2:4]2)[CH2:8]1)[CH3:29], predict the reactants needed to synthesize it. The reactants are: [N:1]1([C:9]2[CH:14]=[CH:13][C:12]([C:15]3[CH:20]=[CH:19][C:18]([N:21]4[C:26](=[O:27])[CH:25]=[CH:24][CH:23]=[N:22]4)=[CH:17][CH:16]=3)=[CH:11][CH:10]=2)[CH2:5][CH2:4][C@@H:3]2[CH2:6][NH:7][CH2:8][C@H:2]12.[CH:28](=O)[CH3:29].CC(O)=O.C(O[BH-](OC(=O)C)OC(=O)C)(=O)C.[Na+]. (7) The reactants are: [I:1][C:2]1[CH:9]=[CH:8][C:7]([C:10]([F:13])([F:12])[F:11])=[CH:6][C:3]=1[CH:4]=[O:5].[BH4-].[Na+].Cl. Given the product [I:1][C:2]1[CH:9]=[CH:8][C:7]([C:10]([F:12])([F:13])[F:11])=[CH:6][C:3]=1[CH2:4][OH:5], predict the reactants needed to synthesize it. (8) Given the product [CH:19]1[C:20]2[C:25](=[CH:24][CH:23]=[CH:22][CH:21]=2)[CH:26]=[CH:27][C:18]=1[CH2:17][S:16][CH:2]1[C:7](=[O:8])[CH2:6][CH2:5][N:4]([C:9]([O:11][C:12]([CH3:15])([CH3:14])[CH3:13])=[O:10])[CH2:3]1, predict the reactants needed to synthesize it. The reactants are: Br[CH:2]1[C:7](=[O:8])[CH2:6][CH2:5][N:4]([C:9]([O:11][C:12]([CH3:15])([CH3:14])[CH3:13])=[O:10])[CH2:3]1.[SH:16][CH2:17][C:18]1[CH:27]=[CH:26][C:25]2[C:20](=[CH:21][CH:22]=[CH:23][CH:24]=2)[CH:19]=1.C(=O)([O-])[O-].[K+].[K+].